Dataset: Forward reaction prediction with 1.9M reactions from USPTO patents (1976-2016). Task: Predict the product of the given reaction. (1) Given the reactants [CH2:1]([N:3]1[C:7]2[C:8]([NH2:12])=[CH:9][CH:10]=[CH:11][C:6]=2[N:5]=[C:4]1[CH3:13])[CH3:2].[F:14][C:15]1[CH:20]=[CH:19][C:18]([O:21][CH3:22])=[C:17]([N:23]=[C:24]=[S:25])[CH:16]=1, predict the reaction product. The product is: [CH2:1]([N:3]1[C:7]2[C:8]([NH:12][C:24]([NH:23][C:17]3[CH:16]=[C:15]([F:14])[CH:20]=[CH:19][C:18]=3[O:21][CH3:22])=[S:25])=[CH:9][CH:10]=[CH:11][C:6]=2[N:5]=[C:4]1[CH3:13])[CH3:2]. (2) Given the reactants [Br:1][C:2]1[CH:3]=[C:4]([N+:9]([O-:11])=[O:10])[CH:5]=[CH:6][C:7]=1F.[Cl:12][C:13]1[CH:14]=[C:15]([OH:19])[CH:16]=[N:17][CH:18]=1, predict the reaction product. The product is: [Br:1][C:2]1[CH:3]=[C:4]([N+:9]([O-:11])=[O:10])[CH:5]=[CH:6][C:7]=1[O:19][C:15]1[CH:14]=[C:13]([Cl:12])[CH:18]=[N:17][CH:16]=1.